Dataset: Forward reaction prediction with 1.9M reactions from USPTO patents (1976-2016). Task: Predict the product of the given reaction. (1) Given the reactants [F:1][C:2]1[CH:3]=[C:4]2[C:9](=[CH:10][CH:11]=1)[N:8]=[C:7]([NH2:12])[N:6]=[C:5]2[N:13]([CH3:15])[CH3:14].C[O:17][CH:18]1[CH:22]([CH:23]=O)[CH2:21][CH:20](OC)O1, predict the reaction product. The product is: [CH3:14][N:13]([CH3:15])[C:5]1[C:4]2[C:9](=[CH:10][CH:11]=[C:2]([F:1])[CH:3]=2)[N:8]=[C:7]([N:12]2[CH:20]=[CH:21][C:22]([CH:18]=[O:17])=[CH:23]2)[N:6]=1. (2) Given the reactants [Li+].CC([N-]C(C)C)C.[CH3:9][N:10]1[CH2:15][CH2:14][C:13](=[O:16])[CH2:12][CH2:11]1.N(C1C=CC=CC=1)([S:18]([C:21]([F:24])([F:23])[F:22])(=[O:20])=[O:19])[S:18]([C:21]([F:24])([F:23])[F:22])(=[O:20])=[O:19], predict the reaction product. The product is: [CH3:9][N:10]1[CH2:15][CH:14]=[C:13]([O:16][S:18]([C:21]([F:24])([F:23])[F:22])(=[O:20])=[O:19])[CH2:12][CH2:11]1. (3) Given the reactants NC(C)C[C:4]([CH:6]1[C:11]([CH3:13])([CH3:12])[CH2:10][CH:9]=[CH:8][CH:7]1[CH3:14])=O.C(N(CC)CC)C.[OH:23][C:24]1[CH:29]=[C:28]([OH:30])[CH:27]=[CH:26][C:25]=1[CH:31]=[CH:32][C:33]([OH:35])=[O:34].CN([P+](ON1N=NC2C=CC=CC1=2)(N(C)C)N(C)C)C.F[P-](F)(F)(F)(F)F, predict the reaction product. The product is: [CH3:14][C:7]([O:34][C:33](=[O:35])[CH:32]=[CH:31][C:25]1[CH:26]=[CH:27][C:28]([OH:30])=[CH:29][C:24]=1[OH:23])([CH:6]=[CH2:4])[CH2:8][CH2:9][CH:10]=[C:11]([CH3:13])[CH3:12]. (4) The product is: [Cl:17][C:18]1[C:19]([CH2:28][N:29]2[C:33](/[CH:34]=[CH:9]/[C:10]([O:12][CH2:13][CH3:14])=[O:11])=[CH:32][C:31]([O:36][CH:37]([CH3:39])[CH3:38])=[N:30]2)=[N:20][CH:21]=[C:22]([C:24]([F:27])([F:25])[F:26])[CH:23]=1. Given the reactants C(OP([CH2:9][C:10]([O:12][CH2:13][CH3:14])=[O:11])(OCC)=O)C.[H-].[Na+].[Cl:17][C:18]1[C:19]([CH2:28][N:29]2[C:33]([CH:34]=O)=[CH:32][C:31]([O:36][CH:37]([CH3:39])[CH3:38])=[N:30]2)=[N:20][CH:21]=[C:22]([C:24]([F:27])([F:26])[F:25])[CH:23]=1.[Cl-].[NH4+], predict the reaction product. (5) Given the reactants [Br:1][C:2]1[CH:7]=[CH:6][C:5]([C@H:8]([NH2:10])[CH3:9])=[CH:4][CH:3]=1.Br[CH2:12][C:13]([O:15][CH3:16])=[O:14].C(N(CC)CC)C, predict the reaction product. The product is: [Br:1][C:2]1[CH:7]=[CH:6][C:5]([C@H:8]([NH:10][CH2:12][C:13]([O:15][CH3:16])=[O:14])[CH3:9])=[CH:4][CH:3]=1.